This data is from Reaction yield outcomes from USPTO patents with 853,638 reactions. The task is: Predict the reaction yield, written as a fraction of the theoretical maximum amount of product (1.0 means a 100% yield; for example, 0.34 means a 34% yield). (1) The reactants are C(NC(C)C)(C)C.[Li]CCCC.[CH:13]1([C:19]#[N:20])[CH2:18][CH2:17][CH2:16][CH2:15][CH2:14]1.[CH3:21][C:22]([CH3:24])=[O:23]. The catalyst is C1COCC1.CCOCC. The product is [OH:23][C:22]([C:13]1([C:19]#[N:20])[CH2:18][CH2:17][CH2:16][CH2:15][CH2:14]1)([CH3:24])[CH3:21]. The yield is 0.760. (2) The reactants are Cl[CH2:2][C:3]1[C:4]([S:9][CH:10]2[CH2:14][CH2:13][CH2:12][CH2:11]2)=[N:5][CH:6]=[CH:7][CH:8]=1.C([O:17][C:18](=[O:30])[CH2:19][CH2:20][C:21]1[CH:26]=[CH:25][C:24]([OH:27])=[C:23]([CH3:28])[C:22]=1[CH3:29])C. No catalyst specified. The product is [CH:10]1([S:9][C:4]2[C:3]([CH2:2][O:27][C:24]3[CH:25]=[CH:26][C:21]([CH2:20][CH2:19][C:18]([OH:30])=[O:17])=[C:22]([CH3:29])[C:23]=3[CH3:28])=[CH:8][CH:7]=[CH:6][N:5]=2)[CH2:14][CH2:13][CH2:12][CH2:11]1. The yield is 0.840. (3) The yield is 0.330. The reactants are Br[C:2]1[CH:3]=[C:4]2[C:13](=[CH:14][CH:15]=1)[O:12][CH2:11][C:10]1[N:5]2[CH:6]([CH3:25])[C:7](=[O:24])[N:8]([CH2:16][O:17][CH2:18][CH2:19][Si:20]([CH3:23])([CH3:22])[CH3:21])[N:9]=1.[N:26]1([C:32]([O:34][C:35]([CH3:38])([CH3:37])[CH3:36])=[O:33])[CH2:31][CH2:30][NH:29][CH2:28][CH2:27]1.CC([O-])(C)C.[Na+].C1(P(C2CCCCC2)C2C=CC=CC=2C2C(C(C)C)=CC(C(C)C)=CC=2C(C)C)CCCCC1. The product is [C:35]([O:34][C:32]([N:26]1[CH2:31][CH2:30][N:29]([C:2]2[CH:3]=[C:4]3[C:13](=[CH:14][CH:15]=2)[O:12][CH2:11][C:10]2[N:5]3[CH:6]([CH3:25])[C:7](=[O:24])[N:8]([CH2:16][O:17][CH2:18][CH2:19][Si:20]([CH3:23])([CH3:22])[CH3:21])[N:9]=2)[CH2:28][CH2:27]1)=[O:33])([CH3:38])([CH3:36])[CH3:37]. The catalyst is C1(C)C=CC=CC=1.C(O[Pd]OC(=O)C)(=O)C. (4) The reactants are [Cl:1][C:2]1[CH:9]=[CH:8][C:5]([CH2:6][NH2:7])=[C:4]([O:10][CH3:11])[CH:3]=1.F[C:13]1[CH:21]=[N:20][CH:19]=[CH:18][C:14]=1[C:15]([OH:17])=[O:16]. No catalyst specified. The product is [Cl:1][C:2]1[CH:9]=[CH:8][C:5]([CH2:6][NH:7][C:18]2[CH:19]=[N:20][CH:21]=[CH:13][C:14]=2[C:15]([OH:17])=[O:16])=[C:4]([O:10][CH3:11])[CH:3]=1. The yield is 0.350. (5) The reactants are C([O:5][C:6](=[O:20])[CH2:7][C:8]1([OH:19])[CH2:11][N:10]([C:12]([O:14][C:15]([CH3:18])([CH3:17])[CH3:16])=[O:13])[CH2:9]1)(C)(C)C.Cl.[OH-].[Na+].O(C(OC(C)(C)C)=O)C(OC(C)(C)C)=O. The catalyst is O1CCOCC1. The product is [C:12]([N:10]1[CH2:9][C:8]([CH2:7][C:6]([OH:20])=[O:5])([OH:19])[CH2:11]1)([O:14][C:15]([CH3:18])([CH3:17])[CH3:16])=[O:13]. The yield is 0.940. (6) The reactants are [NH2:1][C:2]1[CH:3]=[C:4]([CH:8]=[CH:9][CH:10]=1)[C:5]([OH:7])=[O:6].[OH-].[Na+].[C:13](Cl)(=[O:20])[C:14]1[CH:19]=[CH:18][CH:17]=[CH:16][CH:15]=1.Cl. The catalyst is O. The product is [C:13]([NH:1][C:2]1[CH:3]=[C:4]([CH:8]=[CH:9][CH:10]=1)[C:5]([OH:7])=[O:6])(=[O:20])[C:14]1[CH:19]=[CH:18][CH:17]=[CH:16][CH:15]=1. The yield is 0.800.